From a dataset of Reaction yield outcomes from USPTO patents with 853,638 reactions. Predict the reaction yield, written as a fraction of the theoretical maximum amount of product (1.0 means a 100% yield; for example, 0.34 means a 34% yield). (1) The reactants are IC1C=CC=CC=1S([O-])(=O)=O.[Na+].OOS([O-])=O.[K+].S([O-])([O-])(=O)=O.[Na+].[Na+].[Si:26]([O:33][CH2:34][CH2:35][CH2:36][CH2:37][CH:38]([OH:40])[CH3:39])([C:29]([CH3:32])([CH3:31])[CH3:30])([CH3:28])[CH3:27]. The catalyst is C(OCC)(=O)C. The product is [Si:26]([O:33][CH2:34][CH2:35][CH2:36][CH2:37][C:38](=[O:40])[CH3:39])([C:29]([CH3:32])([CH3:31])[CH3:30])([CH3:28])[CH3:27]. The yield is 0.900. (2) The reactants are Br[C:2]1[CH:9]=[CH:8][C:5]([CH:6]=[O:7])=[CH:4][C:3]=1[N+:10]([O-:12])=[O:11].CCOC(C)=O.[CH3:19][N:20](C)C=O. No catalyst specified. The product is [CH:6]([C:5]1[CH:8]=[CH:9][C:2]([C:19]#[N:20])=[C:3]([N+:10]([O-:12])=[O:11])[CH:4]=1)=[O:7]. The yield is 0.561. (3) The yield is 0.600. The catalyst is CO.[Pd]. The reactants are [N+:1]([C:4]1[CH:5]=[C:6]2[C:10](=[CH:11][CH:12]=1)[NH:9][C:8](=[O:13])[CH2:7]2)([O-])=O. The product is [NH2:1][C:4]1[CH:5]=[C:6]2[C:10](=[CH:11][CH:12]=1)[NH:9][C:8](=[O:13])[CH2:7]2. (4) The reactants are [CH2:1]([O:8][C:9]1[CH:14]=[CH:13][C:12]([C:15]([F:18])([F:17])[F:16])=[CH:11][CH:10]=1)[C:2]1[CH:7]=[CH:6][CH:5]=[CH:4][CH:3]=1.F[B-](F)(F)F.F[B-](F)(F)F.ClC[N+]12CC[N+](F)(CC1)CC2.[I:40]I. The catalyst is C(#N)C. The product is [CH2:1]([O:8][C:9]1[CH:14]=[CH:13][C:12]([C:15]([F:16])([F:17])[F:18])=[CH:11][C:10]=1[I:40])[C:2]1[CH:3]=[CH:4][CH:5]=[CH:6][CH:7]=1. The yield is 0.790. (5) The reactants are [O:1]1[CH2:6][CH2:5][N:4]([C:7]2[N:12]=[C:11]([N:13]3[CH2:18][CH2:17][O:16][CH2:15][CH2:14]3)[N:10]=[C:9]([C:19]3[CH:26]=[CH:25][C:22]([C:23]#[N:24])=[CH:21][CH:20]=3)[N:8]=2)[CH2:3][CH2:2]1.[N-:27]=[N+:28]=[N-:29].[Na+].Cl.C(N(CC)CC)C. The catalyst is CN(C=O)C. The product is [N:4]1([C:7]2[N:12]=[C:11]([N:13]3[CH2:14][CH2:15][O:16][CH2:17][CH2:18]3)[N:10]=[C:9]([C:19]3[CH:20]=[CH:21][C:22]([C:23]4[N:27]=[N:28][NH:29][N:24]=4)=[CH:25][CH:26]=3)[N:8]=2)[CH2:5][CH2:6][O:1][CH2:2][CH2:3]1. The yield is 0.970. (6) The reactants are [Cl:1][C:2]1[CH:7]=[CH:6][N:5]2[N:8]=[CH:9][C:10]([C:11](Cl)=[O:12])=[C:4]2[N:3]=1.CCN(C(C)C)C(C)C.Cl.[Cl:24][CH2:25][CH2:26][NH2:27]. The catalyst is C(Cl)Cl. The product is [Cl:1][C:2]1[CH:7]=[CH:6][N:5]2[N:8]=[CH:9][C:10]([C:11]([NH:27][CH2:26][CH2:25][Cl:24])=[O:12])=[C:4]2[N:3]=1. The yield is 0.850.